From a dataset of Full USPTO retrosynthesis dataset with 1.9M reactions from patents (1976-2016). Predict the reactants needed to synthesize the given product. Given the product [NH2:20][C@H:18]([CH3:19])[CH2:17][N:4]([CH2:3][C@@H:2]([OH:1])[C:28]1[CH:32]=[CH:31][S:30][CH:29]=1)[S:5]([C:8]1[CH:13]=[CH:12][CH:11]=[CH:10][C:9]=1[N+:14]([O-:16])=[O:15])(=[O:6])=[O:7], predict the reactants needed to synthesize it. The reactants are: [OH:1][C@@H:2]([C:28]1[CH:32]=[CH:31][S:30][CH:29]=1)[CH2:3][N:4]([CH2:17][C@H:18]([NH:20]C(=O)OC(C)(C)C)[CH3:19])[S:5]([C:8]1[CH:13]=[CH:12][CH:11]=[CH:10][C:9]=1[N+:14]([O-:16])=[O:15])(=[O:7])=[O:6].FC(F)(F)C(O)=O.